Dataset: Catalyst prediction with 721,799 reactions and 888 catalyst types from USPTO. Task: Predict which catalyst facilitates the given reaction. (1) Reactant: [CH3:1][O:2][C:3]1[CH:17]=[CH:16][C:6]([CH2:7][S:8][C:9]2[CH:14]=[CH:13][N:12]=[C:11](Cl)[CH:10]=2)=[CH:5][CH:4]=1.[C:18]1([C:24]([C:26]2[CH:31]=[CH:30][CH:29]=[CH:28][CH:27]=2)=[NH:25])[CH:23]=[CH:22][CH:21]=[CH:20][CH:19]=1.C1C=CC(P(C2C=CC3C(=CC=CC=3)C=2C2C3C(=CC=CC=3)C=CC=2P(C2C=CC=CC=2)C2C=CC=CC=2)C2C=CC=CC=2)=CC=1.CC([O-])(C)C.[Na+]. Product: [CH3:1][O:2][C:3]1[CH:17]=[CH:16][C:6]([CH2:7][S:8][C:9]2[CH:14]=[CH:13][N:12]=[C:11]([N:25]=[C:24]([C:18]3[CH:23]=[CH:22][CH:21]=[CH:20][CH:19]=3)[C:26]3[CH:31]=[CH:30][CH:29]=[CH:28][CH:27]=3)[CH:10]=2)=[CH:5][CH:4]=1. The catalyst class is: 222. (2) Reactant: [OH:1][CH2:2][C:3]1([C:6]2[N:24]=[C:9]3[C:10]([O:22][CH3:23])=[CH:11][CH:12]=[C:13]([C:14]4[CH:15]=[C:16]([CH:19]=[CH:20][CH:21]=4)[C:17]#[N:18])[N:8]3[N:7]=2)[CH2:5][CH2:4]1.CCN(CC)CC.[CH:32]([N:35]=[C:36]=[O:37])([CH3:34])[CH3:33]. Product: [C:17]([C:16]1[CH:15]=[C:14]([C:13]2[N:8]3[N:7]=[C:6]([C:3]4([CH2:2][O:1][C:36](=[O:37])[NH:35][CH:32]([CH3:34])[CH3:33])[CH2:5][CH2:4]4)[N:24]=[C:9]3[C:10]([O:22][CH3:23])=[CH:11][CH:12]=2)[CH:21]=[CH:20][CH:19]=1)#[N:18]. The catalyst class is: 23.